Dataset: NCI-60 drug combinations with 297,098 pairs across 59 cell lines. Task: Regression. Given two drug SMILES strings and cell line genomic features, predict the synergy score measuring deviation from expected non-interaction effect. (1) Drug 1: CN(C)N=NC1=C(NC=N1)C(=O)N. Drug 2: C1CC(=O)NC(=O)C1N2C(=O)C3=CC=CC=C3C2=O. Cell line: UO-31. Synergy scores: CSS=14.8, Synergy_ZIP=-2.20, Synergy_Bliss=3.55, Synergy_Loewe=-0.301, Synergy_HSA=2.12. (2) Synergy scores: CSS=45.1, Synergy_ZIP=1.88, Synergy_Bliss=9.32, Synergy_Loewe=2.70, Synergy_HSA=11.7. Cell line: HOP-62. Drug 1: C1=CC(=CC=C1CCC2=CNC3=C2C(=O)NC(=N3)N)C(=O)NC(CCC(=O)O)C(=O)O. Drug 2: C1=CC=C(C=C1)NC(=O)CCCCCCC(=O)NO. (3) Drug 1: C1=C(C(=O)NC(=O)N1)F. Drug 2: C1=NNC2=C1C(=O)NC=N2. Cell line: UACC-257. Synergy scores: CSS=8.77, Synergy_ZIP=-4.68, Synergy_Bliss=-6.47, Synergy_Loewe=-11.2, Synergy_HSA=-6.36. (4) Drug 1: CN(CC1=CN=C2C(=N1)C(=NC(=N2)N)N)C3=CC=C(C=C3)C(=O)NC(CCC(=O)O)C(=O)O. Drug 2: CN1C(=O)N2C=NC(=C2N=N1)C(=O)N. Cell line: PC-3. Synergy scores: CSS=49.9, Synergy_ZIP=4.53, Synergy_Bliss=0.0440, Synergy_Loewe=-4.38, Synergy_HSA=-2.33. (5) Drug 1: CS(=O)(=O)OCCCCOS(=O)(=O)C. Drug 2: CCC1(C2=C(COC1=O)C(=O)N3CC4=CC5=C(C=CC(=C5CN(C)C)O)N=C4C3=C2)O.Cl. Cell line: SNB-19. Synergy scores: CSS=51.4, Synergy_ZIP=1.48, Synergy_Bliss=3.08, Synergy_Loewe=-55.7, Synergy_HSA=3.40. (6) Drug 1: CN1CCC(CC1)COC2=C(C=C3C(=C2)N=CN=C3NC4=C(C=C(C=C4)Br)F)OC. Drug 2: C1=CN(C(=O)N=C1N)C2C(C(C(O2)CO)O)O.Cl. Cell line: PC-3. Synergy scores: CSS=35.3, Synergy_ZIP=1.32, Synergy_Bliss=5.14, Synergy_Loewe=-2.80, Synergy_HSA=8.37.